From a dataset of TCR-epitope binding with 47,182 pairs between 192 epitopes and 23,139 TCRs. Binary Classification. Given a T-cell receptor sequence (or CDR3 region) and an epitope sequence, predict whether binding occurs between them. (1) The epitope is VLQAVGACV. The TCR CDR3 sequence is CASSPTREVGHGQFF. Result: 0 (the TCR does not bind to the epitope). (2) The TCR CDR3 sequence is CASSIGPALNTEAFF. Result: 0 (the TCR does not bind to the epitope). The epitope is KLGGALQAK.